This data is from Full USPTO retrosynthesis dataset with 1.9M reactions from patents (1976-2016). The task is: Predict the reactants needed to synthesize the given product. (1) Given the product [Cl:28][C:29]1[CH:34]=[C:33]([O:35][CH3:36])[CH:32]=[CH:31][C:30]=1[C:37]1[N:38]=[C:39]([CH2:57][CH3:58])[C:40]([NH:45][C@H:46]2[C@@H:50]([O:51][CH2:52][CH3:53])[CH2:49][NH:48][CH2:47]2)=[N:41][C:42]=1[CH2:43][CH3:44], predict the reactants needed to synthesize it. The reactants are: ClC1C=C(Cl)C=CC=1C1N=C(CC)C(N[C@H]2[C@@H](OCC)CNC2)=NC=1CC.[Cl:28][C:29]1[CH:34]=[C:33]([O:35][CH3:36])[CH:32]=[CH:31][C:30]=1[C:37]1[N:38]=[C:39]([CH2:57][CH3:58])[C:40]([NH:45][C@H:46]2[C@@H:50]([O:51][CH2:52][CH3:53])[CH2:49][N:48](C([O-])=O)[CH2:47]2)=[N:41][C:42]=1[CH2:43][CH3:44]. (2) Given the product [Cl:1][C:2]1[CH:7]=[CH:6][CH:5]=[CH:4][C:3]=1[N:8]([CH3:27])[C:9]([C:11]1[S:26][C:14]2[C:15]3[CH:23]=[C:22]([C:24]([NH2:25])=[O:29])[CH:21]=[CH:20][C:16]=3[O:17][CH2:18][CH2:19][C:13]=2[CH:12]=1)=[O:10], predict the reactants needed to synthesize it. The reactants are: [Cl:1][C:2]1[CH:7]=[CH:6][CH:5]=[CH:4][C:3]=1[N:8]([CH3:27])[C:9]([C:11]1[S:26][C:14]2[C:15]3[CH:23]=[C:22]([C:24]#[N:25])[CH:21]=[CH:20][C:16]=3[O:17][CH2:18][CH2:19][C:13]=2[CH:12]=1)=[O:10].C([O-])([O-])=[O:29].[K+].[K+].OO. (3) Given the product [Cl:1][C:2]1[N:7]=[C:6]([O:20][CH2:17][CH:18]=[CH2:19])[C:5]([O:9][CH3:10])=[CH:4][N:3]=1, predict the reactants needed to synthesize it. The reactants are: [Cl:1][C:2]1[N:7]=[C:6](Cl)[C:5]([O:9][CH3:10])=[CH:4][N:3]=1.C([O-])([O-])=O.[K+].[K+].[CH2:17]([OH:20])[CH:18]=[CH2:19]. (4) Given the product [N:22]1[CH:27]=[CH:26][CH:25]=[C:24]([N:28]2[C:5]([C:7]3[CH:17]=[CH:16][C:10]4[O:11][CH2:12][C:13](=[O:15])[NH:14][C:9]=4[CH:8]=3)=[CH:4][C:3]([C:2]([F:20])([F:19])[F:1])=[N:29]2)[CH:23]=1, predict the reactants needed to synthesize it. The reactants are: [F:1][C:2]([F:20])([F:19])[C:3](=O)[CH2:4][C:5]([C:7]1[CH:17]=[CH:16][C:10]2[O:11][CH2:12][C:13](=[O:15])[NH:14][C:9]=2[CH:8]=1)=O.Cl.[N:22]1[CH:27]=[CH:26][CH:25]=[C:24]([NH:28][NH2:29])[CH:23]=1. (5) Given the product [Cl:1][C:2]1[C:3]([C:4]([NH:13][C@H:14]([C:16]2[CH:25]=[CH:24][C:19]([C:20]([O:22][CH3:23])=[O:21])=[CH:18][CH:17]=2)[CH3:15])=[O:6])=[CH:7][C:8]([Cl:11])=[CH:9][N:10]=1, predict the reactants needed to synthesize it. The reactants are: [Cl:1][C:2]1[N:10]=[CH:9][C:8]([Cl:11])=[CH:7][C:3]=1[C:4]([OH:6])=O.Cl.[NH2:13][C@H:14]([C:16]1[CH:25]=[CH:24][C:19]([C:20]([O:22][CH3:23])=[O:21])=[CH:18][CH:17]=1)[CH3:15].C(N1C=CN=C1)(N1C=CN=C1)=O.O. (6) Given the product [OH:9][CH2:8][C:7]1[CH:6]=[C:5]([S:2]([NH2:1])(=[O:3])=[O:4])[CH:13]=[CH:12][CH:11]=1, predict the reactants needed to synthesize it. The reactants are: [NH2:1][S:2]([C:5]1[CH:6]=[C:7]([CH:11]=[CH:12][CH:13]=1)[C:8](O)=[O:9])(=[O:4])=[O:3]. (7) Given the product [CH3:13][O:14][CH2:2][C:3]1([OH:1])[CH2:12][CH2:11][C:6]2([O:10][CH2:9][CH2:8][O:7]2)[CH2:5][CH2:4]1, predict the reactants needed to synthesize it. The reactants are: [O:1]1[C:3]2([CH2:12][CH2:11][C:6]3([O:10][CH2:9][CH2:8][O:7]3)[CH2:5][CH2:4]2)[CH2:2]1.[CH3:13][O-:14].[Na+].